This data is from Full USPTO retrosynthesis dataset with 1.9M reactions from patents (1976-2016). The task is: Predict the reactants needed to synthesize the given product. (1) Given the product [C:1]([O:4][CH2:5][CH:6]([Br:16])[C:7]1[C:8]([F:15])=[CH:9][C:10]([Br:14])=[CH:11][C:12]=1[F:13])(=[O:3])[CH3:2], predict the reactants needed to synthesize it. The reactants are: [C:1]([O:4][CH2:5][CH2:6][C:7]1[C:12]([F:13])=[CH:11][C:10]([Br:14])=[CH:9][C:8]=1[F:15])(=[O:3])[CH3:2].[Br:16]N1C(=O)CCC1=O.N(C(C)(C)C#N)=NC(C)(C)C#N. (2) Given the product [C:58]([O:62][C:63](=[O:75])[NH:64][CH2:65][CH2:66][CH:67]([NH:74][C:13](=[O:14])[C:12]1[CH:16]=[CH:17][C:9]([Cl:8])=[C:10]([NH:18][C:19]([C:21]2[C:32](=[O:33])[NH:31][C:24]3[N:25]=[C:26]([O:29][CH3:30])[N:27]=[CH:28][C:23]=3[CH:22]=2)=[O:20])[CH:11]=1)[C:68]1[CH:73]=[CH:72][CH:71]=[CH:70][CH:69]=1)([CH3:61])([CH3:59])[CH3:60], predict the reactants needed to synthesize it. The reactants are: C(N(CC)CC)C.[Cl:8][C:9]1[CH:17]=[CH:16][C:12]([C:13](O)=[O:14])=[CH:11][C:10]=1[NH:18][C:19]([C:21]1[C:32](=[O:33])[NH:31][C:24]2[N:25]=[C:26]([O:29][CH3:30])[N:27]=[CH:28][C:23]=2[CH:22]=1)=[O:20].CN(C(ON1N=NC2C=CC=NC1=2)=[N+](C)C)C.F[P-](F)(F)(F)(F)F.[C:58]([O:62][C:63](=[O:75])[NH:64][CH2:65][CH2:66][CH:67]([NH2:74])[C:68]1[CH:73]=[CH:72][CH:71]=[CH:70][CH:69]=1)([CH3:61])([CH3:60])[CH3:59]. (3) The reactants are: Br[C:2]1[CH:3]=[C:4]2[C:9](=[C:10]([O:12]COCC[Si](C)(C)C)[CH:11]=1)[N:8]=[CH:7][N:6](COCC[Si](C)(C)C)[C:5]2=[O:29].[C:30]([C:34]1[CH:35]=[CH:36][C:37]([O:43][CH3:44])=[C:38](B(O)O)[CH:39]=1)([CH3:33])([CH3:32])[CH3:31].C1C2C(=CC=CC=2)CCC=1B(O)O.C(=O)([O-])[O-].[K+].[K+]. Given the product [C:30]([C:34]1[CH:39]=[CH:38][C:37]([O:43][CH3:44])=[C:36]([C:2]2[CH:3]=[C:4]3[C:9](=[C:10]([OH:12])[CH:11]=2)[N:8]=[CH:7][NH:6][C:5]3=[O:29])[CH:35]=1)([CH3:33])([CH3:31])[CH3:32], predict the reactants needed to synthesize it. (4) The reactants are: [Br:1][C:2]1[CH:3]=[C:4]([C@:10]2([CH3:28])[CH2:15][C@@H:14]([C:16]([F:19])([F:18])[F:17])[O:13][C:12]([NH:20]C(=O)OC(C)(C)C)=[N:11]2)[C:5]([O:8][CH3:9])=[N:6][CH:7]=1.FC(F)(F)C(O)=O. Given the product [Br:1][C:2]1[CH:3]=[C:4]([C@:10]2([CH3:28])[CH2:15][C@@H:14]([C:16]([F:18])([F:19])[F:17])[O:13][C:12]([NH2:20])=[N:11]2)[C:5]([O:8][CH3:9])=[N:6][CH:7]=1, predict the reactants needed to synthesize it. (5) Given the product [Cl:8][C:4]1[CH:5]=[N:6][CH:7]=[C:2]([O:14][CH2:13][C:12]2[CH:15]=[CH:16][CH:17]=[CH:18][C:11]=2[O:10][CH3:9])[N:3]=1, predict the reactants needed to synthesize it. The reactants are: Cl[C:2]1[CH:7]=[N:6][CH:5]=[C:4]([Cl:8])[N:3]=1.[CH3:9][O:10][C:11]1[CH:18]=[CH:17][CH:16]=[CH:15][C:12]=1[CH2:13][OH:14].[H-].[Na+]. (6) Given the product [CH3:15][C:14]1[CH2:13][CH2:12][C@@H:11]([C:10]([CH3:18])=[CH2:9])[CH2:17][CH:16]=1, predict the reactants needed to synthesize it. The reactants are: C1(OC)C=CC=CC=1.[CH3:9][C:10]([CH3:18])=[CH:11][CH2:12][CH2:13][C:14]([CH:16]=[CH2:17])=[CH2:15].C=O. (7) Given the product [Br:19][C:16]1[CH:17]=[CH:18][C:13]([CH2:12][CH2:11][CH2:10][OH:9])=[C:14]([O:20][C:21]([F:22])([F:23])[F:24])[CH:15]=1, predict the reactants needed to synthesize it. The reactants are: [H-].[Al+3].[Li+].[H-].[H-].[H-].C([O:9][C:10](=O)/[CH:11]=[CH:12]/[C:13]1[CH:18]=[CH:17][C:16]([Br:19])=[CH:15][C:14]=1[O:20][C:21]([F:24])([F:23])[F:22])C. (8) Given the product [CH2:27]([O:26][P:25]([CH2:24][C:23]1[CH:33]=[CH:34][C:20]([NH:19][C:11]2[N:10]=[C:9]([NH:8][C:5]3[CH:6]=[CH:7][C:2]([C:47]4[CH:46]=[N:45][N:44]([CH2:43][CH2:42][N:41]([CH2:58][CH3:59])[CH2:39][CH3:40])[CH:48]=4)=[CH:3][C:4]=3[C:35](=[O:38])[NH:36][CH3:37])[C:14]([C:15]([F:18])([F:17])[F:16])=[CH:13][N:12]=2)=[CH:21][CH:22]=1)(=[O:32])[O:29][CH2:30][CH3:31])[CH3:28], predict the reactants needed to synthesize it. The reactants are: Br[C:2]1[CH:7]=[CH:6][C:5]([NH:8][C:9]2[C:14]([C:15]([F:18])([F:17])[F:16])=[CH:13][N:12]=[C:11]([NH:19][C:20]3[CH:34]=[CH:33][C:23]([CH2:24][P:25](=[O:32])([O:29][CH2:30][CH3:31])[O:26][CH2:27][CH3:28])=[CH:22][CH:21]=3)[N:10]=2)=[C:4]([C:35](=[O:38])[NH:36][CH3:37])[CH:3]=1.[CH2:39]([N:41]([CH2:58][CH3:59])[CH2:42][CH2:43][N:44]1[CH:48]=[C:47](B2OC(C)(C)C(C)(C)O2)[CH:46]=[N:45]1)[CH3:40]. (9) Given the product [CH3:21][CH:22]([CH3:24])[CH2:23][C:2]1[C:10]2[N:9]3[CH2:11][CH2:12][NH:13][C:14](=[O:15])[C:8]3=[CH:7][C:6]=2[CH:5]=[C:4]([O:16][C:17]([F:20])([F:19])[F:18])[CH:3]=1, predict the reactants needed to synthesize it. The reactants are: Br[C:2]1[C:10]2[N:9]3[CH2:11][CH2:12][NH:13][C:14](=[O:15])[C:8]3=[CH:7][C:6]=2[CH:5]=[C:4]([O:16][C:17]([F:20])([F:19])[F:18])[CH:3]=1.[CH2:21](B(O)O)[CH:22]([CH3:24])[CH3:23].